From a dataset of Acute oral toxicity (LD50) regression data from Zhu et al.. Regression/Classification. Given a drug SMILES string, predict its toxicity properties. Task type varies by dataset: regression for continuous values (e.g., LD50, hERG inhibition percentage) or binary classification for toxic/non-toxic outcomes (e.g., AMES mutagenicity, cardiotoxicity, hepatotoxicity). Dataset: ld50_zhu. (1) The drug is O=[N+]([O-])OC1COC2C(O[N+](=O)[O-])COC12. The rat oral LD50 is 2.50, given as -log10 of the dose in mol/kg body weight (higher means more acutely toxic). (2) The drug is ClCCOCCCl. The rat oral LD50 is 3.28, given as -log10 of the dose in mol/kg body weight (higher means more acutely toxic). (3) The drug is CC1(C)CNC(=NN=C(C=Cc2ccc(C(F)(F)F)cc2)C=Cc2ccc(C(F)(F)F)cc2)NC1. The rat oral LD50 is 2.64, given as -log10 of the dose in mol/kg body weight (higher means more acutely toxic).